Dataset: Catalyst prediction with 721,799 reactions and 888 catalyst types from USPTO. Task: Predict which catalyst facilitates the given reaction. (1) Reactant: [Cl:1][C:2]1[CH:3]=[C:4]([CH2:9][CH2:10][NH:11][C:12]([C:14]2[S:18][C:17]3[CH:19]=[CH:20][CH:21]=[CH:22][C:16]=3[CH:15]=2)=O)[CH:5]=[CH:6][C:7]=1[Cl:8].Cl.[OH-].[Na+]. Product: [S:18]1[C:14]([CH2:12][NH:11][CH2:10][CH2:9][C:4]2[CH:5]=[CH:6][C:7]([Cl:8])=[C:2]([Cl:1])[CH:3]=2)=[CH:15][C:16]2[CH:22]=[CH:21][CH:20]=[CH:19][C:17]1=2. The catalyst class is: 1. (2) Reactant: [Al+3].[Cl-].[Cl-].[Cl-].[Na+].[I-].[NH2:7][C:8]1[C:13]([Cl:14])=[CH:12][C:11]([C:15](=[O:31])[CH2:16][CH2:17][CH:18]2[CH2:23][CH2:22][N:21]([CH2:24][CH:25]3[CH2:30][CH2:29][CH2:28][CH2:27][CH2:26]3)[CH2:20][CH2:19]2)=[C:10]([O:32]C)[CH:9]=1. Product: [NH2:7][C:8]1[C:13]([Cl:14])=[CH:12][C:11]([C:15](=[O:31])[CH2:16][CH2:17][CH:18]2[CH2:19][CH2:20][N:21]([CH2:24][CH:25]3[CH2:26][CH2:27][CH2:28][CH2:29][CH2:30]3)[CH2:22][CH2:23]2)=[C:10]([OH:32])[CH:9]=1. The catalyst class is: 23. (3) Reactant: CC1(C)C(C)(C)OB([C:9]2[CH:26]=[CH:25][C:24]3[C:23]4[C:18](=[CH:19][CH:20]=[CH:21][CH:22]=4)[C:17]4[C:12](=[CH:13][CH:14]=[CH:15][CH:16]=4)[C:11]=3[CH:10]=2)O1.Br[C:29]1[CH:42]=[CH:41][C:32]2[S:33][C:34]3[CH:39]=[CH:38][C:37](Br)=[CH:36][C:35]=3[C:31]=2[CH:30]=1.C1(P(C2CCCCC2)[C:50]2[CH:55]=[CH:54]C=C[C:51]=2[C:56]2[C:61](OC)=[CH:60][CH:59]=[CH:58][C:57]=2OC)CCCCC1.[O-]P([O-])([O-])=O.[K+].[K+].[K+]. Product: [CH:19]1[C:18]2[C:17]3[C:12](=[CH:13][CH:14]=[CH:15][CH:16]=3)[C:11]3[C:24](=[CH:25][CH:26]=[CH:9][CH:10]=3)[C:23]=2[CH:22]=[CH:21][C:20]=1[C:29]1[CH:42]=[CH:41][C:32]2[S:33][C:34]3[CH:39]=[CH:38][C:37]([C:9]4[CH:26]=[CH:25][C:24]5[C:57]6[C:56](=[CH:61][CH:60]=[CH:59][CH:58]=6)[C:51]6[C:12](=[CH:13][CH:54]=[CH:55][CH:50]=6)[C:11]=5[CH:10]=4)=[CH:36][C:35]=3[C:31]=2[CH:30]=1. The catalyst class is: 720. (4) Reactant: C(OC([N:8]1[CH2:13][CH2:12][N:11]([C:14]2[CH:19]=[CH:18][CH:17]=[C:16]([NH:20][CH2:21][CH2:22][N:23]3[CH2:27][CH2:26][CH2:25][CH2:24]3)[CH:15]=2)[CH2:10][CH2:9]1)=O)(C)(C)C.Cl. Product: [N:11]1([C:14]2[CH:15]=[C:16]([NH:20][CH2:21][CH2:22][N:23]3[CH2:24][CH2:25][CH2:26][CH2:27]3)[CH:17]=[CH:18][CH:19]=2)[CH2:10][CH2:9][NH:8][CH2:13][CH2:12]1. The catalyst class is: 5. (5) Reactant: Cl[C:2]1[C:11]([CH:12]([N:14]2[C:22](=[O:23])[C:21]3[C:16](=[CH:17][CH:18]=[CH:19][CH:20]=3)[C:15]2=[O:24])[CH3:13])=[CH:10][C:9]2[C:4](=[CH:5][CH:6]=[CH:7][C:8]=2[Cl:25])[N:3]=1.C([Sn](CCCC)(CCCC)[C:31]1[CH:36]=[CH:35][CH:34]=[CH:33][N:32]=1)CCC.CCOC(C)=O. Product: [Cl:25][C:8]1[CH:7]=[CH:6][CH:5]=[C:4]2[C:9]=1[CH:10]=[C:11]([CH:12]([N:14]1[C:22](=[O:23])[C:21]3[C:16](=[CH:17][CH:18]=[CH:19][CH:20]=3)[C:15]1=[O:24])[CH3:13])[C:2]([C:31]1[CH:36]=[CH:35][CH:34]=[CH:33][N:32]=1)=[N:3]2. The catalyst class is: 109. (6) Reactant: [NH2:1][C:2]1([C:15]([O:17][CH3:18])=[O:16])[CH2:7][CH2:6][N:5]([C:8]([O:10][C:11]([CH3:14])([CH3:13])[CH3:12])=[O:9])[CH2:4][CH2:3]1.N1C=CC=CC=1.[Cl:25][CH2:26][CH2:27][CH2:28][C:29](Cl)=[O:30]. Product: [CH3:18][O:17][C:15]([C:2]1([NH:1][C:29](=[O:30])[CH2:28][CH2:27][CH2:26][Cl:25])[CH2:3][CH2:4][N:5]([C:8]([O:10][C:11]([CH3:12])([CH3:13])[CH3:14])=[O:9])[CH2:6][CH2:7]1)=[O:16]. The catalyst class is: 2. (7) Reactant: [NH2:1][C:2]1[C:7](Cl)=[CH:6][CH:5]=[CH:4][N:3]=1.O(CC)[C:10]([S-:12])=[S:11].[K+].C(O)(=O)C. Product: [S:12]1[C:7]2[C:2](=[N:3][CH:4]=[CH:5][CH:6]=2)[NH:1][C:10]1=[S:11]. The catalyst class is: 264. (8) Reactant: [Br:1][C:2]1[CH:3]=[CH:4][C:5]2[O:11][CH2:10][CH2:9][NH:8][C:7](=[O:12])[C:6]=2[CH:13]=1.[H-].[Na+].Cl.Cl[CH2:18][C:19]1[N:24]=[CH:23][CH:22]=[CH:21][N:20]=1. Product: [Br:1][C:2]1[CH:3]=[CH:4][C:5]2[O:11][CH2:10][CH2:9][N:8]([CH2:18][C:19]3[N:24]=[CH:23][CH:22]=[CH:21][N:20]=3)[C:7](=[O:12])[C:6]=2[CH:13]=1. The catalyst class is: 3. (9) Reactant: C(OC(=O)[CH:5]([CH:25]1[CH2:27][CH2:26]1)[CH2:6][CH2:7][CH2:8][CH2:9][CH2:10][CH2:11][CH2:12][CH2:13][CH2:14][CH2:15][CH2:16][CH2:17][CH:18]([CH:22]1CC1)C(O)=O)C.C(Cl)(=O)C(Cl)=O.C[N:36]([CH:38]=[O:39])C.[C:40]([O:43][CH2:44][CH3:45])(=[O:42])C. Product: [CH2:44]([O:43][C:40]([C:17]1([CH2:16][CH2:15][CH2:14][CH2:13][CH2:12][CH2:11][CH2:10][CH2:9][CH2:8][CH2:7][CH2:6][CH2:5][C:25]2([C:38](=[O:39])[NH2:36])[CH2:26][CH2:27]2)[CH2:18][CH2:22]1)=[O:42])[CH3:45]. The catalyst class is: 4. (10) The catalyst class is: 11. Product: [CH3:1][O:2][C:3](=[O:7])[C:4]([C:5]#[N:6])=[C:9]([CH3:11])[CH3:8]. Reactant: [CH3:1][O:2][C:3](=[O:7])[CH2:4][C:5]#[N:6].[CH3:8][C:9]([CH3:11])=O.CC(O)=O.O.